From a dataset of Forward reaction prediction with 1.9M reactions from USPTO patents (1976-2016). Predict the product of the given reaction. (1) The product is: [Cl:1][C:2]1[CH:3]=[C:4]([C:10]2[C:14]([C:15]([N:59]3[CH2:60][CH2:61][C:57]([C:53]4[CH:52]=[N:51][CH:56]=[CH:55][CH:54]=4)([OH:62])[CH2:58]3)=[O:17])=[CH:13][O:12][N:11]=2)[CH:5]=[CH:6][C:7]=1[O:8][CH3:9]. Given the reactants [Cl:1][C:2]1[CH:3]=[C:4]([C:10]2[C:14]([C:15]([OH:17])=O)=[CH:13][O:12][N:11]=2)[CH:5]=[CH:6][C:7]=1[O:8][CH3:9].C(N(C(C)C)C(C)C)C.CN(C(ON1N=NC2C=CC=CC1=2)=[N+](C)C)C.[B-](F)(F)(F)F.Cl.Cl.[N:51]1[CH:56]=[CH:55][CH:54]=[C:53]([C:57]2([OH:62])[CH2:61][CH2:60][NH:59][CH2:58]2)[CH:52]=1, predict the reaction product. (2) Given the reactants [C:1]([O:5][C:6]([N:8]1[CH2:13][CH2:12][C:11](=O)[C:10](=[CH:15]N(C)C)[CH2:9]1)=[O:7])([CH3:4])([CH3:3])[CH3:2].Cl.[CH3:20][O:21][C:22](=[NH:24])[NH2:23].C(N(CC)CC)C, predict the reaction product. The product is: [C:1]([O:5][C:6]([N:8]1[CH2:13][CH2:12][C:11]2[N:24]=[C:22]([O:21][CH3:20])[N:23]=[CH:15][C:10]=2[CH2:9]1)=[O:7])([CH3:4])([CH3:2])[CH3:3]. (3) Given the reactants CC(C)([O-])C.[K+].[C:7]([O:14][CH3:15])(=[O:13])[CH2:8][C:9]([O:11][CH3:12])=[O:10].F[C:17]1[CH:22]=[CH:21][C:20]([F:23])=[CH:19][C:18]=1[N+:24]([O-:26])=[O:25].Cl, predict the reaction product. The product is: [F:23][C:20]1[CH:21]=[CH:22][C:17]([CH:8]([C:7]([O:14][CH3:15])=[O:13])[C:9]([O:11][CH3:12])=[O:10])=[C:18]([N+:24]([O-:26])=[O:25])[CH:19]=1. (4) The product is: [CH2:1]([O:3][C:4](=[O:23])[C:5]1[CH:10]=[CH:9][CH:8]=[C:7]([S:11][C:12]2[C:20]3[C:15](=[CH:16][C:17]([Cl:21])=[CH:18][CH:19]=3)[N:14]([C:25]3[CH:26]=[N:27][N:28]([CH2:30][C:31]4[CH:36]=[CH:35][CH:34]=[CH:33][CH:32]=4)[CH:29]=3)[C:13]=2[CH3:22])[CH:6]=1)[CH3:2]. Given the reactants [CH2:1]([O:3][C:4](=[O:23])[C:5]1[CH:10]=[CH:9][CH:8]=[C:7]([S:11][C:12]2[C:20]3[C:15](=[CH:16][C:17]([Cl:21])=[CH:18][CH:19]=3)[NH:14][C:13]=2[CH3:22])[CH:6]=1)[CH3:2].Br[C:25]1[CH:26]=[N:27][N:28]([CH2:30][C:31]2[CH:36]=[CH:35][CH:34]=[CH:33][CH:32]=2)[CH:29]=1, predict the reaction product. (5) Given the reactants Br[CH2:2][CH2:3][C:4]1[CH:9]=[CH:8][CH:7]=[C:6]([O:10][CH3:11])[C:5]=1[CH2:12][CH2:13][C:14]1[CH:18]=[CH:17][S:16][CH:15]=1.[C-:19]#[N:20].[K+], predict the reaction product. The product is: [CH3:11][O:10][C:6]1[C:5]([CH2:12][CH2:13][C:14]2[CH:18]=[CH:17][S:16][CH:15]=2)=[C:4]([CH2:3][CH2:2][C:19]#[N:20])[CH:9]=[CH:8][CH:7]=1. (6) Given the reactants [Br:1][C:2]1[CH:3]=[C:4]2[C:8](=[CH:9][C:10]=1[F:11])[NH:7][CH:6]=[CH:5]2.CS(O[CH:17]1[CH2:22][CH2:21][N:20]([C:23]2[O:27][N:26]=[C:25]([CH:28]([CH3:30])[CH3:29])[N:24]=2)[CH2:19][CH2:18]1)(=O)=O, predict the reaction product. The product is: [Br:1][C:2]1[CH:3]=[C:4]2[C:8](=[CH:9][C:10]=1[F:11])[N:7]([CH:17]1[CH2:18][CH2:19][N:20]([C:23]3[O:27][N:26]=[C:25]([CH:28]([CH3:30])[CH3:29])[N:24]=3)[CH2:21][CH2:22]1)[CH:6]=[CH:5]2. (7) Given the reactants [C:1]([N:5]1[C:9]([C:10]2[CH:15]=[CH:14][C:13]([CH3:16])=[CH:12][CH:11]=2)=[CH:8][C:7]([CH2:17][CH2:18][CH:19]=O)=[N:6]1)([CH3:4])([CH3:3])[CH3:2].[C:21]1([N:27]2[CH2:32][CH2:31][NH:30][CH2:29][CH2:28]2)[CH:26]=[CH:25][CH:24]=[CH:23][CH:22]=1.CCN(C(C)C)C(C)C.[BH-](OC(C)=O)(OC(C)=O)OC(C)=O.[Na+], predict the reaction product. The product is: [C:1]([N:5]1[C:9]([C:10]2[CH:15]=[CH:14][C:13]([CH3:16])=[CH:12][CH:11]=2)=[CH:8][C:7]([CH2:17][CH2:18][CH2:19][N:30]2[CH2:31][CH2:32][N:27]([C:21]3[CH:26]=[CH:25][CH:24]=[CH:23][CH:22]=3)[CH2:28][CH2:29]2)=[N:6]1)([CH3:4])([CH3:3])[CH3:2].